This data is from Catalyst prediction with 721,799 reactions and 888 catalyst types from USPTO. The task is: Predict which catalyst facilitates the given reaction. (1) Reactant: [CH3:1][O:2][C:3]1[CH:9]=[CH:8][C:6]([NH2:7])=[C:5]([N+:10]([O-])=O)[CH:4]=1.[Cl-].[NH4+]. Product: [CH3:1][O:2][C:3]1[CH:4]=[C:5]([NH2:10])[C:6]([NH2:7])=[CH:8][CH:9]=1. The catalyst class is: 314. (2) Product: [CH3:19][O:20][N:21]=[C:7]([C:1]1[CH:6]=[CH:5][CH:4]=[CH:3][CH:2]=1)[C:9]1[CH:14]=[CH:13][C:12]([C:15]([F:18])([F:17])[F:16])=[CH:11][CH:10]=1. Reactant: [C:1]1([C:7]([C:9]2[CH:14]=[CH:13][C:12]([C:15]([F:18])([F:17])[F:16])=[CH:11][CH:10]=2)=O)[CH:6]=[CH:5][CH:4]=[CH:3][CH:2]=1.[CH3:19][O:20][NH2:21].CCOC(C)=O. The catalyst class is: 17. (3) Reactant: [OH:1][CH:2]([C:6]1[CH:11]=[CH:10][C:9]([C:12]2[N:16]=[C:15]([C:17]3[O:21][N:20]=[C:19]([C:22]4[CH:27]=[CH:26][CH:25]=[CH:24][CH:23]=4)[C:18]=3[C:28]([F:31])([F:30])[F:29])[O:14][N:13]=2)=[CH:8][CH:7]=1)[C:3]([OH:5])=O.Cl.[CH3:33][C:34]1[N:35]=[C:36]([CH2:39][NH2:40])[NH:37][CH:38]=1.CN1CCOCC1.CN(C(ON1N=NC2C=CC=NC1=2)=[N+](C)C)C.F[P-](F)(F)(F)(F)F. Product: [OH:1][CH:2]([C:6]1[CH:11]=[CH:10][C:9]([C:12]2[N:16]=[C:15]([C:17]3[O:21][N:20]=[C:19]([C:22]4[CH:27]=[CH:26][CH:25]=[CH:24][CH:23]=4)[C:18]=3[C:28]([F:31])([F:30])[F:29])[O:14][N:13]=2)=[CH:8][CH:7]=1)[C:3]([NH:40][CH2:39][C:36]1[NH:37][CH:38]=[C:34]([CH3:33])[N:35]=1)=[O:5]. The catalyst class is: 3. (4) Reactant: N[C:2]1[O:3][C:4]2[C:9]([C:10](=[O:15])[C:11]=1[CH2:12][CH2:13][CH3:14])=[CH:8][C:7]([I:16])=[CH:6][CH:5]=2.[C:17]([O:21]N=O)(C)(C)C.O. Product: [I:16][C:7]1[CH:8]=[C:9]2[C:4](=[CH:5][CH:6]=1)[O:3][C:2]([O:21][CH3:17])=[C:11]([CH2:12][CH2:13][CH3:14])[C:10]2=[O:15]. The catalyst class is: 10. (5) Reactant: [F:1][C:2]1[C:7]([F:8])=[CH:6][CH:5]=[CH:4][C:3]=1[C@@H:9]1[CH2:19][CH2:18][C@H:17]([CH2:20][C:21](=[O:38])[N:22]2[CH2:27][CH2:26][CH:25]([N:28]3[C:36]4[C:31](=[N:32][CH:33]=[CH:34][CH:35]=4)[NH:30][C:29]3=[O:37])[CH2:24][CH2:23]2)[C:12]2=[N:13][CH:14]=[CH:15][CH:16]=[C:11]2[C@H:10]1[NH:39]C(=O)OC(C)(C)C.C(O)(C(F)(F)F)=O. Product: [NH2:39][C@@H:10]1[C:11]2[C:12](=[N:13][CH:14]=[CH:15][CH:16]=2)[C@@H:17]([CH2:20][C:21]([N:22]2[CH2:23][CH2:24][CH:25]([N:28]3[C:36]4[C:31](=[N:32][CH:33]=[CH:34][CH:35]=4)[NH:30][C:29]3=[O:37])[CH2:26][CH2:27]2)=[O:38])[CH2:18][CH2:19][C@H:9]1[C:3]1[CH:4]=[CH:5][CH:6]=[C:7]([F:8])[C:2]=1[F:1]. The catalyst class is: 2. (6) Reactant: C1(P(C2C=CC=CC=2)C2C3OC4C(=CC=CC=4P(C4C=CC=CC=4)C4C=CC=CC=4)C(C)(C)C=3C=CC=2)C=CC=CC=1.FC(F)(F)S(O[C:49]1[N:50]=[C:51]([CH2:68][CH2:69][C:70]([F:73])([F:72])[F:71])[N:52]([C:56]2[CH:61]=[CH:60][C:59]([O:62][CH2:63][C:64]([F:67])([F:66])[F:65])=[CH:58][CH:57]=2)[C:53](=[O:55])[CH:54]=1)(=O)=O.C1(C(C2C=CC=CC=2)=[NH:83])C=CC=CC=1.C(=O)([O-])[O-].[Cs+].[Cs+]. Product: [NH2:83][C:49]1[N:50]=[C:51]([CH2:68][CH2:69][C:70]([F:72])([F:73])[F:71])[N:52]([C:56]2[CH:61]=[CH:60][C:59]([O:62][CH2:63][C:64]([F:65])([F:67])[F:66])=[CH:58][CH:57]=2)[C:53](=[O:55])[CH:54]=1. The catalyst class is: 101. (7) Reactant: [CH3:1][O:2][C:3]([N:5]1[C:11]2[CH:12]=[CH:13][CH:14]=[CH:15][C:10]=2[C:9](=[O:16])[CH2:8][C:7]2[CH:17]=[CH:18][CH:19]=[CH:20][C:6]1=2)=[O:4].[C:21]1(C)C=CC(S(O)(=O)=O)=CC=1.C(OC)(OC)OC. Product: [CH3:1][O:2][C:3]([N:5]1[C:11]2[CH:12]=[CH:13][CH:14]=[CH:15][C:10]=2[C:9]([O:16][CH3:21])=[CH:8][C:7]2[CH:17]=[CH:18][CH:19]=[CH:20][C:6]1=2)=[O:4]. The catalyst class is: 5. (8) Reactant: [CH3:1][C:2]1[CH:3]=[C:4]([C:9]2[O:13][N:12]=[CH:11][C:10]=2[C:14]([OH:16])=O)[CH:5]=[CH:6][C:7]=1[CH3:8].CN(C(ON1N=NC2C=CC=CC1=2)=[N+](C)C)C.[B-](F)(F)(F)F.Cl.[NH:40]1[CH2:45][CH2:44][CH2:43][C@@H:42]([C:46]([OH:49])([CH3:48])[CH3:47])[CH2:41]1.C(N(CC)CC)C. Product: [CH3:1][C:2]1[CH:3]=[C:4]([C:9]2[O:13][N:12]=[CH:11][C:10]=2[C:14]([N:40]2[CH2:45][CH2:44][CH2:43][C@@H:42]([C:46]([OH:49])([CH3:48])[CH3:47])[CH2:41]2)=[O:16])[CH:5]=[CH:6][C:7]=1[CH3:8]. The catalyst class is: 343.